Regression. Given two drug SMILES strings and cell line genomic features, predict the synergy score measuring deviation from expected non-interaction effect. From a dataset of NCI-60 drug combinations with 297,098 pairs across 59 cell lines. Drug 1: CC1=C(C(=CC=C1)Cl)NC(=O)C2=CN=C(S2)NC3=CC(=NC(=N3)C)N4CCN(CC4)CCO. Drug 2: CC1C(C(CC(O1)OC2CC(CC3=C2C(=C4C(=C3O)C(=O)C5=C(C4=O)C(=CC=C5)OC)O)(C(=O)CO)O)N)O.Cl. Cell line: M14. Synergy scores: CSS=34.3, Synergy_ZIP=-2.45, Synergy_Bliss=2.48, Synergy_Loewe=1.22, Synergy_HSA=2.94.